Dataset: Full USPTO retrosynthesis dataset with 1.9M reactions from patents (1976-2016). Task: Predict the reactants needed to synthesize the given product. (1) Given the product [Cl:1][C:2]1[C:3]([O:10][CH2:11][CH2:12][CH3:13])=[C:4]([CH:5]=[CH:6][CH:7]=1)[CH:8]=[O:9], predict the reactants needed to synthesize it. The reactants are: [Cl:1][C:2]1[C:3]([O:10][CH2:11][CH2:12][CH3:13])=[C:4]([CH2:8][OH:9])[CH:5]=[CH:6][CH:7]=1. (2) Given the product [CH2:17]([O:16][C:14](=[O:15])[C:13]([C:11]#[N:12])=[CH:7][C:6]1[CH:9]=[CH:10][C:3]([C:1]#[N:2])=[CH:4][CH:5]=1)[CH3:18], predict the reactants needed to synthesize it. The reactants are: [C:1]([C:3]1[CH:10]=[CH:9][C:6]([CH:7]=O)=[CH:5][CH:4]=1)#[N:2].[C:11]([CH2:13][C:14]([O:16][CH2:17][CH3:18])=[O:15])#[N:12].N1CCCCC1.